Dataset: Catalyst prediction with 721,799 reactions and 888 catalyst types from USPTO. Task: Predict which catalyst facilitates the given reaction. The catalyst class is: 3. Product: [CH3:6][S:21][C:20]([NH:19][C:13]1[CH:18]=[CH:17][CH:16]=[CH:15][CH:14]=1)=[C:2]([C:1]#[N:5])[C:3]#[N:4]. Reactant: [C:1](#[N:5])[CH2:2][C:3]#[N:4].[CH2:6](N(CC)CC)C.[C:13]1([N:19]=[C:20]=[S:21])[CH:18]=[CH:17][CH:16]=[CH:15][CH:14]=1.CI.